The task is: Predict the reaction yield, written as a fraction of the theoretical maximum amount of product (1.0 means a 100% yield; for example, 0.34 means a 34% yield).. This data is from Reaction yield outcomes from USPTO patents with 853,638 reactions. (1) The reactants are [CH:1]1([C:4]2[O:8][N:7]=[C:6]([C:9]3[C:14]([Cl:15])=[CH:13][CH:12]=[CH:11][C:10]=3[Cl:16])[C:5]=2[CH2:17][OH:18])[CH2:3][CH2:2]1.O[C:20]1[CH:25]=[CH:24][C:23]([C:26]2[CH:27]=[C:28]3[C:33](=[CH:34][CH:35]=2)[N:32]=[C:31]([C:36]([O:38][CH3:39])=[O:37])[CH:30]=[CH:29]3)=[CH:22][CH:21]=1.C1(P(C2C=CC=CC=2)C2C=CC=CC=2)C=CC=CC=1.N(C(OC(C)C)=O)=NC(OC(C)C)=O. The catalyst is ClCCl. The product is [CH:1]1([C:4]2[O:8][N:7]=[C:6]([C:9]3[C:10]([Cl:16])=[CH:11][CH:12]=[CH:13][C:14]=3[Cl:15])[C:5]=2[CH2:17][O:18][C:20]2[CH:21]=[CH:22][C:23]([C:26]3[CH:27]=[C:28]4[C:33](=[CH:34][CH:35]=3)[N:32]=[C:31]([C:36]([O:38][CH3:39])=[O:37])[CH:30]=[CH:29]4)=[CH:24][CH:25]=2)[CH2:3][CH2:2]1. The yield is 0.320. (2) The reactants are [CH2:1]([N:3]1[C:7]([C:8]2[CH:9]=[N:10][NH:11][C:12]=2[NH2:13])=[CH:6][CH:5]=[N:4]1)[CH3:2].[Cl:14][C:15]1[CH:20]=[CH:19][C:18]([C:21](=O)[CH2:22][C:23](OCC)=[O:24])=[CH:17][C:16]=1[O:29][CH3:30].CC1C=CC(S(O)(=O)=O)=CC=1. The catalyst is CCCCO. The product is [Cl:14][C:15]1[CH:20]=[CH:19][C:18]([C:21]2[NH:13][C:12]3[N:11]([N:10]=[CH:9][C:8]=3[C:7]3[N:3]([CH2:1][CH3:2])[N:4]=[CH:5][CH:6]=3)[C:23](=[O:24])[CH:22]=2)=[CH:17][C:16]=1[O:29][CH3:30]. The yield is 0.460. (3) The reactants are [CH3:1][C:2]1[CH:7]=[C:6]([N:8]2[CH2:13][CH2:12][O:11][CH2:10][CH2:9]2)[CH:5]=[C:4]([C:14]([F:17])([F:16])[F:15])[C:3]=1[NH2:18].[CH:19]1([CH2:24][C:25](Cl)=[O:26])[CH2:23][CH2:22][CH2:21][CH2:20]1. The catalyst is C(#N)C.C(OCC)(=O)C. The product is [CH:19]1([CH2:24][C:25]([NH:18][C:3]2[C:4]([C:14]([F:17])([F:16])[F:15])=[CH:5][C:6]([N:8]3[CH2:13][CH2:12][O:11][CH2:10][CH2:9]3)=[CH:7][C:2]=2[CH3:1])=[O:26])[CH2:23][CH2:22][CH2:21][CH2:20]1. The yield is 0.520. (4) The yield is 0.520. The product is [CH3:22][N:21]1[C:17]([CH2:15][NH:14][C:12]2[CH:13]=[C:8]([OH:7])[CH:9]=[CH:10][C:11]=2[CH3:24])=[CH:18][C:19]([CH3:23])=[N:20]1. The catalyst is O1CCCC1. The reactants are [H-].[Al+3].[Li+].[H-].[H-].[H-].[OH:7][C:8]1[CH:9]=[CH:10][C:11]([CH3:24])=[C:12]([NH:14][C:15]([C:17]2[N:21]([CH3:22])[N:20]=[C:19]([CH3:23])[CH:18]=2)=O)[CH:13]=1.S([O-])([O-])(=O)=O.[Na+].[Na+].S([O-])([O-])(=O)=O.[Mg+2].